From a dataset of Catalyst prediction with 721,799 reactions and 888 catalyst types from USPTO. Predict which catalyst facilitates the given reaction. Reactant: [Cl:1][C:2]1[CH:7]=[CH:6][C:5]([C:8]2[CH:13]=[N:12][N:11]3[C:14](=O)[NH:15][N:16]=[C:10]3[C:9]=2[C:18]2[CH:23]=[CH:22][C:21]([Cl:24])=[CH:20][CH:19]=2)=[CH:4][CH:3]=1.[C:25]([O-:28])([O-])=O.[Cs+].[Cs+]. Product: [Cl:1][C:2]1[CH:3]=[CH:4][C:5]([C:8]2[CH:13]=[N:12][N:11]3[C:25](=[O:28])[N:15]([CH:14]4[CH2:6][CH2:7][CH2:2][CH2:3][CH2:4]4)[N:16]=[C:10]3[C:9]=2[C:18]2[CH:19]=[CH:20][C:21]([Cl:24])=[CH:22][CH:23]=2)=[CH:6][CH:7]=1. The catalyst class is: 3.